This data is from Forward reaction prediction with 1.9M reactions from USPTO patents (1976-2016). The task is: Predict the product of the given reaction. (1) Given the reactants [CH3:1][S:2][C:3]1[CH:8]=[CH:7][N:6]=[C:5]([C:9]2[CH:10]=[N:11][C:12]([N:15]3[C:23]4[C:18](=[CH:19][CH:20]=[C:21]([C:24]([N:26]5[CH2:31][CH2:30][O:29][CH2:28][CH2:27]5)=[O:25])[CH:22]=4)[C:17]4([CH2:33][CH2:32]4)[CH2:16]3)=[N:13][CH:14]=2)[CH:4]=1.C1C=C(Cl)C=C(C(OO)=[O:42])C=1, predict the reaction product. The product is: [CH3:1][S:2]([C:3]1[CH:8]=[CH:7][N:6]=[C:5]([C:9]2[CH:14]=[N:13][C:12]([N:15]3[C:23]4[C:18](=[CH:19][CH:20]=[C:21]([C:24]([N:26]5[CH2:27][CH2:28][O:29][CH2:30][CH2:31]5)=[O:25])[CH:22]=4)[C:17]4([CH2:33][CH2:32]4)[CH2:16]3)=[N:11][CH:10]=2)[CH:4]=1)=[O:42]. (2) The product is: [CH3:1][O:2][C:3](=[O:19])[C:4]1[C:9]([CH3:10])=[C:8]([C:11](=[NH:12])[NH:21][OH:22])[CH:7]=[C:6]([C:13]([CH3:14])([CH3:16])[CH3:15])[C:5]=1[O:17][CH3:18]. Given the reactants [CH3:1][O:2][C:3](=[O:19])[C:4]1[C:9]([CH3:10])=[C:8]([C:11]#[N:12])[CH:7]=[C:6]([C:13]([CH3:16])([CH3:15])[CH3:14])[C:5]=1[O:17][CH3:18].Cl.[NH2:21][OH:22].C(=O)(O)[O-].[Na+], predict the reaction product. (3) Given the reactants [Cl:1][C:2]1[C:3]([C:12]2[CH:17]=[CH:16][C:15]([Cl:18])=[CH:14][CH:13]=2)=[CH:4][C:5]2[N:6]([C:8](=[O:11])[NH:9][N:10]=2)[N:7]=1.Cl[CH2:20][C:21]1[CH:26]=[CH:25][C:24]([C:27]([F:30])([F:29])[F:28])=[CH:23][CH:22]=1.ClC1C(C2C=CC(Cl)=CC=2)=CC2N(C(=O)N(CC3C=NC(C(F)(F)F)=CC=3)N=2)N=1, predict the reaction product. The product is: [F:28][C:27]([F:29])([F:30])[C:24]1[CH:25]=[CH:26][C:21]([CH2:20][N:9]2[C:8](=[O:11])[N:6]3[N:7]=[C:2]([Cl:1])[C:3]([C:12]4[CH:17]=[CH:16][C:15]([Cl:18])=[CH:14][CH:13]=4)=[CH:4][C:5]3=[N:10]2)=[CH:22][CH:23]=1. (4) Given the reactants [CH:1]([S:4]([C:7]1[CH:12]=[C:11]([CH3:13])[CH:10]=[CH:9][C:8]=1[N+:14]([O-])=O)(=[O:6])=[O:5])([CH3:3])[CH3:2], predict the reaction product. The product is: [CH:1]([S:4]([C:7]1[CH:12]=[C:11]([CH3:13])[CH:10]=[CH:9][C:8]=1[NH2:14])(=[O:6])=[O:5])([CH3:3])[CH3:2]. (5) The product is: [Br:1][CH2:35][C:34]([C:37]1[CH:42]=[CH:41][C:40]([NH:43][C:44](=[O:52])[C:45]([NH:47][C:48]([CH3:49])([CH3:50])[CH3:51])=[O:46])=[CH:39][C:38]=1[O:53][CH3:54])=[O:36]. Given the reactants [Br-:1].[Br-].[Br-].C1([N+](C)(C)C)C=CC=CC=1.C1([N+](C)(C)C)C=CC=CC=1.C1([N+](C)(C)C)C=CC=CC=1.[C:34]([C:37]1[CH:42]=[CH:41][C:40]([NH:43][C:44](=[O:52])[C:45]([NH:47][C:48]([CH3:51])([CH3:50])[CH3:49])=[O:46])=[CH:39][C:38]=1[O:53][CH3:54])(=[O:36])[CH3:35], predict the reaction product.